This data is from Catalyst prediction with 721,799 reactions and 888 catalyst types from USPTO. The task is: Predict which catalyst facilitates the given reaction. (1) Reactant: [Cl-].[Ce+3].[Cl-].[Cl-].[O:5]=[C:6]1[CH2:11][CH2:10][CH:9]([C:12]([O:14][CH2:15][CH3:16])=[O:13])[CH2:8][CH2:7]1.[CH:17]([Mg]Br)=[CH2:18]. Product: [OH:5][C:6]1([CH:17]=[CH2:18])[CH2:11][CH2:10][CH:9]([C:12]([O:14][CH2:15][CH3:16])=[O:13])[CH2:8][CH2:7]1. The catalyst class is: 7. (2) Product: [CH2:14]([O:16][C:17]([N:19]1[C:28]2[C:23](=[CH:24][C:25]([C:29]([F:32])([F:30])[F:31])=[CH:26][CH:27]=2)[C@@H:22]([C@H:9]([C:10]#[N:11])[C:4]2[CH:3]=[C:2]([Cl:1])[CH:7]=[C:6]([Cl:8])[CH:5]=2)[CH2:21][C@H:20]1[CH2:34][CH3:35])=[O:18])[CH3:15]. Reactant: [Cl:1][C:2]1[CH:3]=[C:4]([CH2:9][C:10]#[N:11])[CH:5]=[C:6]([Cl:8])[CH:7]=1.[H-].[Na+].[CH2:14]([O:16][C:17]([N:19]1[C:28]2[C:23](=[CH:24][C:25]([C:29]([F:32])([F:31])[F:30])=[CH:26][CH:27]=2)[CH:22](Br)[CH2:21][C@H:20]1[CH2:34][CH3:35])=[O:18])[CH3:15].O. The catalyst class is: 9. (3) Reactant: [Cl:1][C:2]([F:14])([F:13])[C:3]1[NH:8][C:7](=[O:9])[C:6]([C:10]([OH:12])=O)=[CH:5][CH:4]=1.C1N=CN(C(N2C=NC=C2)=O)C=1.Cl.[CH3:28][O:29][C:30](=[O:33])[CH2:31][NH2:32]. Product: [Cl:1][C:2]([F:14])([F:13])[C:3]1[NH:8][C:7](=[O:9])[C:6]([C:10]([NH:32][CH2:31][C:30]([O:29][CH3:28])=[O:33])=[O:12])=[CH:5][CH:4]=1. The catalyst class is: 7. (4) Reactant: [Cl:1][C:2]1[CH:21]=[CH:20][C:19]([N+:22]([O-])=O)=[CH:18][C:3]=1[C:4]([NH:6][CH2:7][C:8]12[CH2:17][CH:12]3[CH2:13][CH:14]([CH2:16][CH:10]([CH2:11]3)[CH2:9]1)[CH2:15]2)=[O:5].[Cl-].[NH4+]. Product: [NH2:22][C:19]1[CH:20]=[CH:21][C:2]([Cl:1])=[C:3]([CH:18]=1)[C:4]([NH:6][CH2:7][C:8]12[CH2:9][CH:10]3[CH2:16][CH:14]([CH2:13][CH:12]([CH2:11]3)[CH2:17]1)[CH2:15]2)=[O:5]. The catalyst class is: 186.